The task is: Predict the reaction yield, written as a fraction of the theoretical maximum amount of product (1.0 means a 100% yield; for example, 0.34 means a 34% yield).. This data is from Reaction yield outcomes from USPTO patents with 853,638 reactions. (1) The reactants are [F:1][C:2]1[C:7]([F:8])=[C:6]([CH3:9])[CH:5]=[CH:4][C:3]=1[OH:10].[H-].[Na+].Cl[C:14]([O:16][CH3:17])=[O:15]. The catalyst is C1COCC1. The product is [CH3:17][O:16][C:14](=[O:15])[O:10][C:3]1[CH:4]=[CH:5][C:6]([CH3:9])=[C:7]([F:8])[C:2]=1[F:1]. The yield is 0.830. (2) The reactants are O1CCCCC1[N:7]1[C:15]2[C:10](=[CH:11][C:12]([C:16]3[N:20]=[CH:19][N:18](C(C4C=CC=CC=4)(C4C=CC=CC=4)C4C=CC=CC=4)[N:17]=3)=[CH:13][CH:14]=2)[C:9]([C:40]2[CH:45]=[CH:44][C:43]([NH2:46])=[CH:42][CH:41]=2)=[N:8]1.[C:47](Cl)(=O)[C:48]1C=CC=[CH:50][CH:49]=1.C(N(CC)CC)C.[O:63]1[CH2:67][CH2:66][CH2:65][CH2:64]1. No catalyst specified. The product is [NH:18]1[CH:19]=[N:20][C:16]([C:12]2[CH:11]=[C:10]3[C:15](=[CH:14][CH:13]=2)[NH:7][N:8]=[C:9]3[C:40]2[CH:45]=[CH:44][C:43]([NH:46][C:67](=[O:63])[CH2:66][C:65]3[CH:50]=[CH:49][CH:48]=[CH:47][CH:64]=3)=[CH:42][CH:41]=2)=[N:17]1. The yield is 0.0500. (3) The reactants are [CH3:1][C:2]1[CH:7]=[C:6]([CH3:8])[CH:5]=[CH:4][N+:3]=1[O-:9].C([O-])(C)(C)C.[K+].[CH:16](=O)[C:17]1[CH:22]=[CH:21][CH:20]=[CH:19][CH:18]=1. No catalyst specified. The product is [CH3:1][C:2]1[CH:7]=[C:6](/[CH:8]=[CH:16]/[C:17]2[CH:22]=[CH:21][CH:20]=[CH:19][CH:18]=2)[CH:5]=[CH:4][N+:3]=1[O-:9]. The yield is 0.0700. (4) The reactants are [CH2:1]([NH:4][C:5](=[O:11])[O:6][C:7]([CH3:10])([CH3:9])[CH3:8])[C:2]#[CH:3].[CH2:12]([O:19][N:20]1[C:26](=[O:27])[N:25]2[CH2:28][C@H:21]1[CH2:22][CH2:23][C@H:24]2[C:29](Cl)=[N:30][OH:31])[C:13]1[CH:18]=[CH:17][CH:16]=[CH:15][CH:14]=1. The catalyst is C(Cl)Cl.CCOC(C)=O. The product is [CH2:12]([O:19][N:20]1[C:26](=[O:27])[N:25]2[CH2:28][C@H:21]1[CH2:22][CH2:23][C@H:24]2[C:29]1[CH:3]=[C:2]([CH2:1][NH:4][C:5](=[O:11])[O:6][C:7]([CH3:8])([CH3:10])[CH3:9])[O:31][N:30]=1)[C:13]1[CH:14]=[CH:15][CH:16]=[CH:17][CH:18]=1. The yield is 0.210. (5) The reactants are Br[C:2]1[CH:3]=[C:4]2[C:9](=[CH:10][CH:11]=1)[N:8]=[CH:7][C:6]([C:12]([CH:14]1[CH2:16][CH2:15]1)=[O:13])=[C:5]2[NH:17][C:18]1[CH:19]=[CH:20][C:21]([N:24]2[CH2:28][CH2:27][CH:26]([N:29]([CH3:37])[C:30](=[O:36])[O:31][C:32]([CH3:35])([CH3:34])[CH3:33])[CH2:25]2)=[N:22][CH:23]=1.[Cl:38][C:39]1[CH:44]=[C:43](B2OC(C)(C)C(C)(C)O2)[CH:42]=[C:41]([Cl:54])[C:40]=1[OH:55]. No catalyst specified. The product is [CH:14]1([C:12]([C:6]2[CH:7]=[N:8][C:9]3[C:4]([C:5]=2[NH:17][C:18]2[CH:19]=[CH:20][C:21]([N:24]4[CH2:28][CH2:27][CH:26]([N:29]([CH3:37])[C:30](=[O:36])[O:31][C:32]([CH3:33])([CH3:34])[CH3:35])[CH2:25]4)=[N:22][CH:23]=2)=[CH:3][C:2]([C:43]2[CH:44]=[C:39]([Cl:38])[C:40]([OH:55])=[C:41]([Cl:54])[CH:42]=2)=[CH:11][CH:10]=3)=[O:13])[CH2:16][CH2:15]1. The yield is 0.800.